From a dataset of Forward reaction prediction with 1.9M reactions from USPTO patents (1976-2016). Predict the product of the given reaction. (1) Given the reactants Br[C:2]1[C:3](=[O:10])[NH:4][C:5](=[O:9])[N:6]([CH3:8])[N:7]=1.[Cl:11][C:12]1[CH:24]=[CH:23][C:22]([F:25])=[CH:21][C:13]=1[O:14][CH:15]1[CH2:20][CH2:19][NH:18][CH2:17][CH2:16]1, predict the reaction product. The product is: [Cl:11][C:12]1[CH:24]=[CH:23][C:22]([F:25])=[CH:21][C:13]=1[O:14][CH:15]1[CH2:16][CH2:17][N:18]([C:2]2[C:3](=[O:10])[NH:4][C:5](=[O:9])[N:6]([CH3:8])[N:7]=2)[CH2:19][CH2:20]1. (2) Given the reactants Cl[C:2]1[CH:11]=[C:10]([C:12]([NH:14][CH2:15][C@H:16]2[CH2:21][CH2:20][C@H:19]([CH2:22][NH:23][C:24](=[O:30])[O:25][C:26]([CH3:29])([CH3:28])[CH3:27])[CH2:18][CH2:17]2)=[O:13])[C:9]2[C:4](=[CH:5][CH:6]=[CH:7][CH:8]=2)[N:3]=1.[NH:31]1[CH2:34][CH:33]([C:35]([OH:37])=[O:36])[CH2:32]1.C([O-])([O-])=O.[K+].[K+], predict the reaction product. The product is: [C:26]([O:25][C:24]([NH:23][CH2:22][C@H:19]1[CH2:20][CH2:21][C@H:16]([CH2:15][NH:14][C:12]([C:10]2[C:9]3[C:4](=[CH:5][CH:6]=[CH:7][CH:8]=3)[N:3]=[C:2]([N:31]3[CH2:34][CH:33]([C:35]([OH:37])=[O:36])[CH2:32]3)[CH:11]=2)=[O:13])[CH2:17][CH2:18]1)=[O:30])([CH3:29])([CH3:28])[CH3:27]. (3) The product is: [C:1]([C:5]1[C:9]([C:10]#[N:11])=[C:8]([C:12]2[NH:16][C:15]3[C:17]([C:29]([F:32])([F:30])[F:31])=[CH:18][C:19]([C:35]4[C:40]([F:41])=[CH:39][CH:38]=[CH:37][C:36]=4[F:42])=[CH:20][C:14]=3[N:13]=2)[N:7]([CH3:33])[N:6]=1)([CH3:2])([CH3:4])[CH3:3]. Given the reactants [C:1]([C:5]1[C:9]([C:10]#[N:11])=[C:8]([C:12]2[NH:16][C:15]3[C:17]([C:29]([F:32])([F:31])[F:30])=[CH:18][C:19](B4OCC(C)(C)CO4)=[CH:20][C:14]=3[N:13]=2)[N:7]([CH3:33])[N:6]=1)([CH3:4])([CH3:3])[CH3:2].Br[C:35]1[C:40]([F:41])=[CH:39][CH:38]=[CH:37][C:36]=1[F:42].C([O-])([O-])=O.[Na+].[Na+].CCOC(C)=O, predict the reaction product. (4) Given the reactants [F:1][C:2]1[CH:10]=[CH:9][C:8]([CH3:11])=[CH:7][C:3]=1[C:4](O)=[O:5].S(Cl)([Cl:14])=O, predict the reaction product. The product is: [F:1][C:2]1[CH:10]=[CH:9][C:8]([CH3:11])=[CH:7][C:3]=1[C:4]([Cl:14])=[O:5]. (5) Given the reactants [N+:1]([C:4]1[CH:18]=[CH:17][C:7]([NH:8][CH2:9][CH2:10][C:11]2[CH:16]=[CH:15][CH:14]=[CH:13][N:12]=2)=[CH:6][CH:5]=1)([O-:3])=[O:2].[C:19](O[C:19]([O:21][C:22]([CH3:25])([CH3:24])[CH3:23])=[O:20])([O:21][C:22]([CH3:25])([CH3:24])[CH3:23])=[O:20].C(N(CC)CC)C, predict the reaction product. The product is: [N+:1]([C:4]1[CH:5]=[CH:6][C:7]([N:8]([CH2:9][CH2:10][C:11]2[CH:16]=[CH:15][CH:14]=[CH:13][N:12]=2)[C:19](=[O:20])[O:21][C:22]([CH3:25])([CH3:24])[CH3:23])=[CH:17][CH:18]=1)([O-:3])=[O:2]. (6) The product is: [CH3:10][O:9][C:8]1[CH:7]=[C:6]([NH2:11])[CH:5]=[N:4][C:3]=1[O:2][CH3:1]. Given the reactants [CH3:1][O:2][C:3]1[C:8]([O:9][CH3:10])=[CH:7][C:6]([N+:11]([O-])=O)=[CH:5][N:4]=1, predict the reaction product. (7) Given the reactants [Br:1][C:2]1[CH:3]=[C:4]([OH:12])[C:5]2[O:10][CH2:9][CH2:8][O:7][C:6]=2[CH:11]=1.[C:13](Cl)(=[O:15])[CH3:14], predict the reaction product. The product is: [C:13]([O:12][C:4]1[C:5]2[O:10][CH2:9][CH2:8][O:7][C:6]=2[CH:11]=[C:2]([Br:1])[CH:3]=1)(=[O:15])[CH3:14].